This data is from Reaction yield outcomes from USPTO patents with 853,638 reactions. The task is: Predict the reaction yield, written as a fraction of the theoretical maximum amount of product (1.0 means a 100% yield; for example, 0.34 means a 34% yield). (1) The reactants are [Cl:1][CH2:2][CH2:3][CH2:4][S:5]([N:8]1[CH2:13][CH2:12][CH:11]([C:14]2[C:22]3[C:17](=[C:18]([C:29]([NH2:31])=[O:30])[CH:19]=[C:20]([C:23]4[CH:28]=CC=[CH:25][CH:24]=4)[CH:21]=3)[NH:16][CH:15]=2)[CH2:10][CH2:9]1)(=[O:7])=[O:6].N1CCC(C2C3C(=C(C(N)=O)C=C(C4C=C[S:49]C=4)C=3)NC=2)CC1.C(N(CC)CC)C.ClCCCS(Cl)(=O)=O. No catalyst specified. The product is [Cl:1][CH2:2][CH2:3][CH2:4][S:5]([N:8]1[CH2:13][CH2:12][CH:11]([C:14]2[C:22]3[C:17](=[C:18]([C:29]([NH2:31])=[O:30])[CH:19]=[C:20]([C:23]4[CH:24]=[CH:25][S:49][CH:28]=4)[CH:21]=3)[NH:16][CH:15]=2)[CH2:10][CH2:9]1)(=[O:6])=[O:7]. The yield is 0.370. (2) The reactants are BrC1C=C(C2CC[C@@H](N3[C@@H](C4C=CC=CC=4)C(C)(C)OC3=O)CC=2)C(F)=NC=1.BrC1C=C(C2CC[C@H](N3[C@@H](C4C=CC=CC=4)C(C)(C)OC3=O)CC=2)C(F)=NC=1.C([Sn](CCCC)(CCCC)C1N=CC=CN=1)CCC.[Cl-].[Li+].[F:78][C:79]1[C:84]([C:85]2[CH2:90][CH2:89][C@@H:88]([N:91]3[C@@H:95]([C:96]4[CH:101]=[CH:100][CH:99]=[CH:98][CH:97]=4)[C:94]([CH3:103])([CH3:102])[O:93][C:92]3=[O:104])[CH2:87][CH:86]=2)=[CH:83][C:82]([C:105]2[N:110]=[CH:109][CH:108]=[CH:107][N:106]=2)=[CH:81][N:80]=1. The catalyst is [Cu]I.C1C=CC([P]([Pd]([P](C2C=CC=CC=2)(C2C=CC=CC=2)C2C=CC=CC=2)([P](C2C=CC=CC=2)(C2C=CC=CC=2)C2C=CC=CC=2)[P](C2C=CC=CC=2)(C2C=CC=CC=2)C2C=CC=CC=2)(C2C=CC=CC=2)C2C=CC=CC=2)=CC=1.CN(C=O)C. The product is [F:78][C:79]1[C:84]([C:85]2[CH2:90][CH2:89][C@H:88]([N:91]3[C@@H:95]([C:96]4[CH:101]=[CH:100][CH:99]=[CH:98][CH:97]=4)[C:94]([CH3:102])([CH3:103])[O:93][C:92]3=[O:104])[CH2:87][CH:86]=2)=[CH:83][C:82]([C:105]2[N:106]=[CH:107][CH:108]=[CH:109][N:110]=2)=[CH:81][N:80]=1. The yield is 0.731.